From a dataset of Forward reaction prediction with 1.9M reactions from USPTO patents (1976-2016). Predict the product of the given reaction. (1) Given the reactants [CH3:1][C:2]1([CH:15]=[CH2:16])[CH2:7][CH2:6][N:5](C(OC(C)(C)C)=O)[CH2:4][CH2:3]1.Cl.O1CCOCC1, predict the reaction product. The product is: [CH3:1][C:2]1([CH:15]=[CH2:16])[CH2:7][CH2:6][NH:5][CH2:4][CH2:3]1. (2) Given the reactants [CH3:1][O:2][C:3]1[CH:4]=[C:5]([CH:7]=[C:8]([O:10][CH3:11])[CH:9]=1)[NH2:6].[F:12][C:13]([F:20])([F:19])[C:14](OCC)=[O:15], predict the reaction product. The product is: [CH3:11][O:10][C:8]1[CH:7]=[C:5]([NH:6][C:14](=[O:15])[C:13]([F:20])([F:19])[F:12])[CH:4]=[C:3]([O:2][CH3:1])[CH:9]=1. (3) Given the reactants [Br:1][C:2]1[N:7]=[C:6]([CH:8]([OH:11])[C:9]#[CH:10])[CH:5]=[CH:4][CH:3]=1.[N:12]([CH2:15][C:16]([O:18][CH2:19][CH3:20])=[O:17])=[N+:13]=[N-:14].O=C1O[C@H]([C@H](CO)O)C([O-])=C1O.[Na+], predict the reaction product. The product is: [CH2:19]([O:18][C:16](=[O:17])[CH2:15][N:12]1[CH:10]=[C:9]([CH:8]([C:6]2[CH:5]=[CH:4][CH:3]=[C:2]([Br:1])[N:7]=2)[OH:11])[N:14]=[N:13]1)[CH3:20]. (4) Given the reactants C(=O)([O-])[O-].[K+].[K+].Br[CH2:8][C@H:9]([C:11]1[CH:16]=[CH:15][C:14]([O:17][C:18]([F:21])([F:20])[F:19])=[CH:13][CH:12]=1)[OH:10], predict the reaction product. The product is: [F:19][C:18]([F:21])([F:20])[O:17][C:14]1[CH:15]=[CH:16][C:11]([C@H:9]2[CH2:8][O:10]2)=[CH:12][CH:13]=1. (5) Given the reactants [OH:1][CH2:2][C@@H:3]1[C@:12]2([CH3:13])[C@H:7]([C:8]([CH3:15])([CH3:14])[CH2:9][CH2:10][CH2:11]2)[CH2:6][CH2:5][C@@:4]1([CH3:17])[OH:16].CC1C=NC2C(C=1C)=CC=C1C=2N=CC(C)=C1C.C([O-])([O-])=O.[Cs+].[Cs+].[CH2:42]([O:49][C:50]1[CH:55]=[C:54](I)[CH:53]=[C:52]([O:57][CH2:58][C:59]2[CH:64]=[CH:63][CH:62]=[CH:61][CH:60]=2)[CH:51]=1)[C:43]1[CH:48]=[CH:47][CH:46]=[CH:45][CH:44]=1, predict the reaction product. The product is: [CH2:42]([O:49][C:50]1[CH:55]=[C:54]([CH:53]=[C:52]([O:57][CH2:58][C:59]2[CH:64]=[CH:63][CH:62]=[CH:61][CH:60]=2)[CH:51]=1)[O:1][CH2:2][C@@H:3]1[C@:12]2([CH3:13])[C@H:7]([C:8]([CH3:15])([CH3:14])[CH2:9][CH2:10][CH2:11]2)[CH2:6][CH2:5][C@@:4]1([CH3:17])[OH:16])[C:43]1[CH:44]=[CH:45][CH:46]=[CH:47][CH:48]=1. (6) Given the reactants [CH3:1][C:2]1[N:7]=[C:6]([C:8]2[CH:13]=[CH:12][CH:11]=[C:10]([C:14]3[CH:15]=[C:16]([S:20](Cl)(=[O:22])=[O:21])[CH:17]=[CH:18][CH:19]=3)[N:9]=2)[CH:5]=[C:4]([C:24]2[CH:29]=[CH:28][C:27]([C:30]([F:33])([F:32])[F:31])=[CH:26][CH:25]=2)[CH:3]=1.[OH:34][CH:35]1[CH2:40][CH2:39][NH:38][CH2:37][CH2:36]1, predict the reaction product. The product is: [CH3:1][C:2]1[N:7]=[C:6]([C:8]2[CH:13]=[CH:12][CH:11]=[C:10]([C:14]3[CH:15]=[C:16]([S:20]([N:38]4[CH2:39][CH2:40][CH:35]([OH:34])[CH2:36][CH2:37]4)(=[O:22])=[O:21])[CH:17]=[CH:18][CH:19]=3)[N:9]=2)[CH:5]=[C:4]([C:24]2[CH:29]=[CH:28][C:27]([C:30]([F:33])([F:32])[F:31])=[CH:26][CH:25]=2)[CH:3]=1.